From a dataset of NCI-60 drug combinations with 297,098 pairs across 59 cell lines. Regression. Given two drug SMILES strings and cell line genomic features, predict the synergy score measuring deviation from expected non-interaction effect. Synergy scores: CSS=39.6, Synergy_ZIP=-0.414, Synergy_Bliss=2.22, Synergy_Loewe=-10.2, Synergy_HSA=2.16. Cell line: UACC62. Drug 1: C1=NC2=C(N1)C(=S)N=CN2. Drug 2: CN(C(=O)NC(C=O)C(C(C(CO)O)O)O)N=O.